This data is from Peptide-MHC class II binding affinity with 134,281 pairs from IEDB. The task is: Regression. Given a peptide amino acid sequence and an MHC pseudo amino acid sequence, predict their binding affinity value. This is MHC class II binding data. (1) The peptide sequence is LLFCALASSCQVAFS. The MHC is DRB5_0101 with pseudo-sequence DRB5_0101. The binding affinity (normalized) is 0.539. (2) The binding affinity (normalized) is 0.451. The MHC is HLA-DPA10201-DPB10501 with pseudo-sequence HLA-DPA10201-DPB10501. The peptide sequence is MFFSTMKRPSREKQD. (3) The peptide sequence is HKMVEIPFNVVSAMM. The MHC is DRB1_0101 with pseudo-sequence DRB1_0101. The binding affinity (normalized) is 0.632. (4) The peptide sequence is YHKFLANVSTVLTGK. The MHC is DRB1_0101 with pseudo-sequence DRB1_0101. The binding affinity (normalized) is 0.876.